The task is: Predict the product of the given reaction.. This data is from Forward reaction prediction with 1.9M reactions from USPTO patents (1976-2016). (1) Given the reactants [Cl:1][C:2]1[CH:3]=[C:4]([C:9]2[CH:14]=[CH:13][C:12]([CH3:15])=[CH:11][C:10]=2[F:16])[CH:5]=[CH:6][C:7]=1[Cl:8].[Br:17]N1C(=O)CCC1=O.C(OOC(=O)C1C=CC=CC=1)(=O)C1C=CC=CC=1.S([O-])([O-])=O.[Na+].[Na+], predict the reaction product. The product is: [Cl:1][C:2]1[CH:3]=[C:4]([C:9]2[CH:14]=[CH:13][C:12]([CH2:15][Br:17])=[CH:11][C:10]=2[F:16])[CH:5]=[CH:6][C:7]=1[Cl:8]. (2) Given the reactants [F:1][C:2]1[CH:3]=[C:4]([CH:32]=[CH:33][C:34]=1[F:35])[O:5][C:6]1([C:28]([OH:31])([CH3:30])[CH3:29])[CH2:11][CH2:10][CH2:9][N:8]2[C:12]([C:15]3[CH:16]=[CH:17][C:18]([C:22]4[O:26][C:25]([CH3:27])=[N:24][CH:23]=4)=[C:19]([OH:21])[CH:20]=3)=[N:13][N:14]=[C:7]12.C(=O)([O-])[O-].[K+].[K+].I[CH2:43][CH3:44].C(OCC)(=O)C, predict the reaction product. The product is: [F:1][C:2]1[CH:3]=[C:4]([CH:32]=[CH:33][C:34]=1[F:35])[O:5][C:6]1([C:28]([OH:31])([CH3:30])[CH3:29])[CH2:11][CH2:10][CH2:9][N:8]2[C:12]([C:15]3[CH:16]=[CH:17][C:18]([C:22]4[O:26][C:25]([CH3:27])=[N:24][CH:23]=4)=[C:19]([O:21][CH2:43][CH3:44])[CH:20]=3)=[N:13][N:14]=[C:7]12. (3) Given the reactants [CH2:1](Br)[C:2]1[CH:7]=[CH:6][CH:5]=[CH:4][CH:3]=1.[SH:9][C:10]1[CH:11]=[C:12]([OH:16])[CH:13]=[CH:14][CH:15]=1.[OH-].[Na+], predict the reaction product. The product is: [CH2:1]([S:9][C:10]1[CH:11]=[C:12]([OH:16])[CH:13]=[CH:14][CH:15]=1)[C:2]1[CH:7]=[CH:6][CH:5]=[CH:4][CH:3]=1. (4) The product is: [Cl-:7].[CH2:8]([N+:1]1[CH:6]=[CH:5][CH:4]=[CH:3][CH:2]=1)[CH2:9][CH2:10][CH3:11]. Given the reactants [N:1]1[CH:6]=[CH:5][CH:4]=[CH:3][CH:2]=1.[Cl:7][CH2:8][CH2:9][CH2:10][CH3:11], predict the reaction product. (5) Given the reactants Br[C:2]1[CH:3]=[C:4]([CH:12]=[CH:13][CH:14]=1)[O:5][CH2:6][C:7]([O:9][CH2:10][CH3:11])=[O:8].[CH:15]([C:17]1[CH:18]=[C:19](B(O)O)[CH:20]=[CH:21][CH:22]=1)=[O:16], predict the reaction product. The product is: [CH:15]([C:17]1[CH:22]=[C:21]([C:2]2[CH:14]=[CH:13][CH:12]=[C:4]([O:5][CH2:6][C:7]([O:9][CH2:10][CH3:11])=[O:8])[CH:3]=2)[CH:20]=[CH:19][CH:18]=1)=[O:16]. (6) The product is: [F:1][C:2]1[CH:7]=[C:6]([C:8]([F:9])([F:10])[F:11])[CH:5]=[CH:4][C:3]=1[C:12]1[N:17]=[CH:16][N:15]=[C:14]([CH2:18][NH2:19])[CH:13]=1. Given the reactants [F:1][C:2]1[CH:7]=[C:6]([C:8]([F:11])([F:10])[F:9])[CH:5]=[CH:4][C:3]=1[C:12]1[N:17]=[CH:16][N:15]=[C:14]([C:18]#[N:19])[CH:13]=1.CO, predict the reaction product. (7) Given the reactants [CH2:1]([N:8]1[CH2:12][CH:11]([NH:13][C:14]([O:16][C:17]([CH3:20])([CH3:19])[CH3:18])=[O:15])[CH2:10][CH:9]1[C:21](O)=[O:22])[C:2]1[CH:7]=[CH:6][CH:5]=[CH:4][CH:3]=1.Cl.C(N=C=NCCCN(C)C)C.ON1C2C=CC=CC=2N=N1.[N:46]1([C:52]2[CH:59]=[CH:58][CH:57]=[CH:56][C:53]=2[C:54]#[N:55])[CH2:51][CH2:50][NH:49][CH2:48][CH2:47]1, predict the reaction product. The product is: [C:17]([O:16][C:14](=[O:15])[NH:13][CH:11]1[CH2:10][CH:9]([C:21]([N:49]2[CH2:48][CH2:47][N:46]([C:52]3[CH:59]=[CH:58][CH:57]=[CH:56][C:53]=3[C:54]#[N:55])[CH2:51][CH2:50]2)=[O:22])[N:8]([CH2:1][C:2]2[CH:7]=[CH:6][CH:5]=[CH:4][CH:3]=2)[CH2:12]1)([CH3:18])([CH3:20])[CH3:19]. (8) Given the reactants [I:1][C:2]1[CH:7]=[CH:6][C:5]2[C:8]3[CH2:18][CH2:17][NH:16][C:11]4([CH2:15][CH2:14][O:13][CH2:12]4)[C:9]=3[O:10][C:4]=2[CH:3]=1.C(N(CC)C(C)C)(C)C.[C:28]([O:32][C:33](O[C:33]([O:32][C:28]([CH3:31])([CH3:30])[CH3:29])=[O:34])=[O:34])([CH3:31])([CH3:30])[CH3:29], predict the reaction product. The product is: [C:28]([O:32][C:33]([N:16]1[C:11]2([CH2:15][CH2:14][O:13][CH2:12]2)[C:9]2[O:10][C:4]3[CH:3]=[C:2]([I:1])[CH:7]=[CH:6][C:5]=3[C:8]=2[CH2:18][CH2:17]1)=[O:34])([CH3:31])([CH3:30])[CH3:29]. (9) Given the reactants [CH3:1][C:2]1[CH:3]=[C:4]([CH:30]=[CH:31][C:32]=1[CH3:33])[CH2:5][CH:6]([CH2:10][C:11](=[O:29])[N:12]1[CH2:17][CH2:16][CH:15]([N:18]2[CH2:27][C:26]3[C:21](=[CH:22][CH:23]=[CH:24][CH:25]=3)[NH:20][C:19]2=[O:28])[CH2:14][CH2:13]1)[C:7](O)=[O:8].[CH2:34]([N:36]1[CH2:41][CH2:40][N:39]([CH:42]2[CH2:47][CH2:46][NH:45][CH2:44][CH2:43]2)[CH2:38][CH2:37]1)[CH3:35], predict the reaction product. The product is: [CH3:1][C:2]1[CH:3]=[C:4]([CH:30]=[CH:31][C:32]=1[CH3:33])[CH2:5][CH:6]([CH2:10][C:11]([N:12]1[CH2:13][CH2:14][CH:15]([N:18]2[CH2:27][C:26]3[C:21](=[CH:22][CH:23]=[CH:24][CH:25]=3)[NH:20][C:19]2=[O:28])[CH2:16][CH2:17]1)=[O:29])[C:7]([N:45]1[CH2:44][CH2:43][CH:42]([N:39]2[CH2:38][CH2:37][N:36]([CH2:34][CH3:35])[CH2:41][CH2:40]2)[CH2:47][CH2:46]1)=[O:8]. (10) Given the reactants [F:1][C:2]1[CH:7]=[CH:6][C:5]([OH:8])=[CH:4][C:3]=1[CH2:9][CH2:10][CH2:11][OH:12].Cl[C@H:14]([CH3:19])[C:15]([O:17][CH3:18])=[O:16].C([O-])([O-])=O.[Cs+].[Cs+], predict the reaction product. The product is: [F:1][C:2]1[CH:7]=[CH:6][C:5]([O:8][C@@H:14]([CH3:19])[C:15]([O:17][CH3:18])=[O:16])=[CH:4][C:3]=1[CH2:9][CH2:10][CH2:11][OH:12].